This data is from Full USPTO retrosynthesis dataset with 1.9M reactions from patents (1976-2016). The task is: Predict the reactants needed to synthesize the given product. (1) Given the product [C:25]([C:15]1[CH:14]=[C:13]([O:12][CH2:11][C:10]([N:6]2[CH2:7][CH2:8][CH2:9][CH:5]2[C:3]([OH:4])=[O:2])=[O:29])[C:22]2[C:17]([CH:16]=1)=[CH:18][C:19]([Cl:24])=[CH:20][C:21]=2[Cl:23])([OH:27])=[O:26], predict the reactants needed to synthesize it. The reactants are: C[O:2][C:3]([CH:5]1[CH2:9][CH2:8][CH2:7][N:6]1[C:10](=[O:29])[CH2:11][O:12][C:13]1[C:22]2[C:17](=[CH:18][C:19]([Cl:24])=[CH:20][C:21]=2[Cl:23])[CH:16]=[C:15]([C:25]([O:27]C)=[O:26])[CH:14]=1)=[O:4].[Li+].[OH-]. (2) Given the product [CH2:1]([O:8][C:9]([NH:11][C:12]1[C:13]([C:23]([OH:25])=[O:24])=[N:14][C:15]2[C:20]([CH:21]=1)=[CH:19][CH:18]=[C:17]([CH2:31][C:30]#[N:29])[CH:16]=2)=[O:10])[C:2]1[CH:7]=[CH:6][CH:5]=[CH:4][CH:3]=1, predict the reactants needed to synthesize it. The reactants are: [CH2:1]([O:8][C:9]([NH:11][C:12]1[C:13]([C:23]([O:25]CC)=[O:24])=[N:14][C:15]2[C:20]([CH:21]=1)=[CH:19][CH:18]=[C:17](Br)[CH:16]=2)=[O:10])[C:2]1[CH:7]=[CH:6][CH:5]=[CH:4][CH:3]=1.O1C=[C:31](B2OC(C)(C)C(C)(C)O2)[CH:30]=[N:29]1.C(=O)([O-])[O-].[Cs+].[Cs+].CC(O)=O. (3) The reactants are: [Cl:1][C:2]1[N:3]=[N:4][C:5]([Cl:11])=[CH:6][C:7]=1[C:8]([OH:10])=[O:9].[C:12](O)([CH3:15])([CH3:14])[CH3:13].[I-].ClC1C=CC=C[N+]=1C.C(N(CCCC)CCCC)CCC. Given the product [Cl:1][C:2]1[N:3]=[N:4][C:5]([Cl:11])=[CH:6][C:7]=1[C:8]([O:10][C:12]([CH3:15])([CH3:14])[CH3:13])=[O:9], predict the reactants needed to synthesize it. (4) Given the product [ClH:1].[NH2:24][CH2:23][CH2:22][NH:21][C:17]1[C:16]([C:11]2[N:10]([C:5]3[CH:6]=[CH:7][C:8]([F:9])=[C:3]([Br:2])[CH:4]=3)[C:14](=[O:15])[O:13][N:12]=2)=[N:20][O:19][N:18]=1, predict the reactants needed to synthesize it. The reactants are: [ClH:1].[Br:2][C:3]1[CH:4]=[C:5]([N:10]2[C:14](=[O:15])[O:13][N:12]=[C:11]2[C:16]2[C:17]([NH:21][CH2:22][CH2:23][NH:24]C(=O)OC(C)(C)C)=[N:18][O:19][N:20]=2)[CH:6]=[CH:7][C:8]=1[F:9]. (5) Given the product [CH:1]([C:3]1[CH:4]=[C:5]([CH:9]=[CH:10][N:11]=1)[C:6]([OH:8])=[O:7])=[O:12], predict the reactants needed to synthesize it. The reactants are: [CH:1]([C:3]1[CH:4]=[C:5]([CH:9]=[CH:10][N:11]=1)[C:6]([OH:8])=[O:7])=C.[O:12]=[O+][O-].CSC. (6) Given the product [Cl:8][C:9]1[CH:16]=[C:15]([Cl:17])[CH:14]=[CH:13][C:10]=1[CH:11]=[C:2]([C:3](=[O:4])[CH3:5])[C:1]([NH2:7])=[O:6], predict the reactants needed to synthesize it. The reactants are: [C:1]([NH2:7])(=[O:6])[CH2:2][C:3]([CH3:5])=[O:4].[Cl:8][C:9]1[CH:16]=[C:15]([Cl:17])[CH:14]=[CH:13][C:10]=1[CH:11]=O.N1CCCCC1.C(O)(=O)C. (7) Given the product [CH:24]1([N:23]([CH2:22][CH:21]([O:30][CH3:31])[O:20][CH3:19])[C:46](=[O:47])[CH2:45][CH2:44][O:43][CH2:42][CH2:41][C:40]2[CH:49]=[CH:50][CH:51]=[C:38]([C:35]3[N:36]=[N:37][N:33]([CH3:32])[N:34]=3)[CH:39]=2)[CH2:29][CH2:28][CH2:27][CH2:26][CH2:25]1, predict the reactants needed to synthesize it. The reactants are: C(P1(=O)OP(CCC)(=O)OP(CCC)(=O)O1)CC.[CH3:19][O:20][CH:21]([O:30][CH3:31])[CH2:22][NH:23][CH:24]1[CH2:29][CH2:28][CH2:27][CH2:26][CH2:25]1.[CH3:32][N:33]1[N:37]=[N:36][C:35]([C:38]2[CH:39]=[C:40]([CH:49]=[CH:50][CH:51]=2)[CH2:41][CH2:42][O:43][CH2:44][CH2:45][C:46](O)=[O:47])=[N:34]1.C(N(CC)CC)C. (8) Given the product [CH3:9][CH:10]([CH3:15])[CH2:11][C:12](=[O:14])[CH2:13][C:1]([O:4][CH3:5])=[O:6], predict the reactants needed to synthesize it. The reactants are: [C:1](=[O:6])([O:4][CH3:5])OC.[H-].[Na+].[CH3:9][CH:10]([CH3:15])[CH2:11][C:12](=[O:14])[CH3:13].